From a dataset of Reaction yield outcomes from USPTO patents with 853,638 reactions. Predict the reaction yield, written as a fraction of the theoretical maximum amount of product (1.0 means a 100% yield; for example, 0.34 means a 34% yield). (1) The product is [C:1]([O:5][C:6](=[O:46])[NH:7][CH:8]1[C:26](=[O:27])[N:25]2[CH:21]([CH2:22][CH:23]([OH:28])[CH2:24]2)[C:20](=[O:36])[NH:19][C:18]2([C:37]([NH:39][S:40]([CH:43]3[CH2:45][CH2:44]3)(=[O:41])=[O:42])=[O:38])[CH:16]([CH2:17]2)[CH:15]=[CH:14][CH2:13][CH2:12][CH2:11][CH2:10][CH2:9]1)([CH3:4])([CH3:2])[CH3:3]. The catalyst is C1COCC1. The reactants are [C:1]([O:5][C:6](=[O:46])[NH:7][CH:8]1[C:26](=[O:27])[N:25]2[CH:21]([CH2:22][CH:23]([O:28][Si](C(C)(C)C)(C)C)[CH2:24]2)[C:20](=[O:36])[NH:19][C:18]2([C:37]([NH:39][S:40]([CH:43]3[CH2:45][CH2:44]3)(=[O:42])=[O:41])=[O:38])[CH:16]([CH2:17]2)[CH:15]=[CH:14][CH2:13][CH2:12][CH2:11][CH2:10][CH2:9]1)([CH3:4])([CH3:3])[CH3:2].[F-].C([N+](CCCC)(CCCC)CCCC)CCC. The yield is 0.730. (2) The reactants are [F:1][C:2]1([F:13])[C:11](=[O:12])[N:5]2C(C)(C)[O:7][CH2:8][C@H:4]2[CH2:3]1. The catalyst is O.O1CCOCC1. The product is [F:1][C:2]1([F:13])[CH2:3][C@H:4]([CH2:8][OH:7])[NH:5][C:11]1=[O:12]. The yield is 0.890. (3) The reactants are [C:1]([O:5][C:6](=[O:15])[NH:7][CH2:8][CH:9]1[CH2:14][CH2:13][CH:12]=[CH:11][CH2:10]1)([CH3:4])([CH3:3])[CH3:2].ClC1C=C(C=CC=1)C(OO)=[O:21]. The catalyst is ClCCl. The product is [C:1]([O:5][C:6](=[O:15])[NH:7][CH2:8][CH:9]1[CH2:14][CH2:13][CH:12]2[CH:11]([O:21]2)[CH2:10]1)([CH3:4])([CH3:2])[CH3:3]. The yield is 0.810. (4) The reactants are [F:1][C:2]1[CH:7]=[CH:6][C:5]([C:8]2[O:9][C:10]3[CH:20]=[CH:19][C:18]([C:21]4[CH:22]=[C:23]([CH:27]=[CH:28][CH:29]=4)[C:24](O)=[O:25])=[CH:17][C:11]=3[C:12]=2[C:13](=[O:16])[NH:14][CH3:15])=[CH:4][CH:3]=1.[Cl:30][C:31]1[CH:36]=[CH:35][C:34]([C@H:37]2[CH2:41][CH2:40][CH2:39][C@H:38]2[NH2:42])=[CH:33][CH:32]=1.CN(C(ON1N=NC2C=CC=NC1=2)=[N+](C)C)C.F[P-](F)(F)(F)(F)F.CCN(C(C)C)C(C)C. The catalyst is CO.CN(C=O)C. The product is [Cl:30][C:31]1[CH:32]=[CH:33][C:34]([C@H:37]2[CH2:41][CH2:40][CH2:39][C@H:38]2[NH:42][C:24]([C:23]2[CH:22]=[C:21]([C:18]3[CH:19]=[CH:20][C:10]4[O:9][C:8]([C:5]5[CH:6]=[CH:7][C:2]([F:1])=[CH:3][CH:4]=5)=[C:12]([C:13]([NH:14][CH3:15])=[O:16])[C:11]=4[CH:17]=3)[CH:29]=[CH:28][CH:27]=2)=[O:25])=[CH:35][CH:36]=1. The yield is 0.520.